This data is from Reaction yield outcomes from USPTO patents with 853,638 reactions. The task is: Predict the reaction yield, written as a fraction of the theoretical maximum amount of product (1.0 means a 100% yield; for example, 0.34 means a 34% yield). (1) The yield is 0.460. The product is [NH2:1][C:2]1[CH:7]=[CH:6][CH:5]=[CH:4][C:3]=1[NH:8][C:9](=[O:27])[C:10]1[CH:11]=[CH:12][C:13]([CH2:16][NH:17][C:18]2[CH:23]=[CH:22][C:21]([O:24][CH3:25])=[C:20]([O:26][CH2:29][CH2:30][CH2:31][N:32]3[C:40](=[O:41])[C:39]4[C:34](=[CH:35][CH:36]=[CH:37][CH:38]=4)[C:33]3=[O:42])[CH:19]=2)=[CH:14][CH:15]=1. The reactants are [NH2:1][C:2]1[CH:7]=[CH:6][CH:5]=[CH:4][C:3]=1[NH:8][C:9](=[O:27])[C:10]1[CH:15]=[CH:14][C:13]([CH2:16][NH:17][C:18]2[CH:23]=[CH:22][C:21]([O:24][CH3:25])=[C:20]([OH:26])[CH:19]=2)=[CH:12][CH:11]=1.Br[CH2:29][CH2:30][CH2:31][N:32]1[C:40](=[O:41])[C:39]2[C:34](=[CH:35][CH:36]=[CH:37][CH:38]=2)[C:33]1=[O:42].C([O-])([O-])=O.[K+].[K+]. The catalyst is CN(C=O)C. (2) The reactants are Br[C:2]1[C:11]2[C:6](=[C:7]([C:12]([F:15])([F:14])[F:13])[CH:8]=[CH:9][CH:10]=2)[N:5]=[CH:4][C:3]=1[O:16][C:17]1[CH:22]=[CH:21][CH:20]=[CH:19][CH:18]=1.O(C1C=N[C:24]2[C:29](C=1O)=[CH:28][CH:27]=[CH:26][C:25]=2C(F)(F)F)[C:24]1[CH:29]=[CH:28][CH:27]=[CH:26][CH:25]=1. No catalyst specified. The product is [O:16]([C:3]1[CH:4]=[N:5][C:6]2[C:11]([C:2]=1[C:24]1[CH:29]=[CH:28][CH:27]=[CH:26][CH:25]=1)=[CH:10][CH:9]=[CH:8][C:7]=2[C:12]([F:15])([F:14])[F:13])[C:17]1[CH:22]=[CH:21][CH:20]=[CH:19][CH:18]=1. The yield is 0.800. (3) The reactants are [C:1]1([CH3:11])[CH:6]=[CH:5][C:4]([S:7](Cl)(=[O:9])=[O:8])=[CH:3][CH:2]=1.[CH:12]1([CH2:15][CH2:16][OH:17])[CH2:14][CH2:13]1. The catalyst is N1C=CC=CC=1.ClCCl.CCOCC. The product is [CH:12]1([CH2:15][CH2:16][O:17][S:7]([C:4]2[CH:5]=[CH:6][C:1]([CH3:11])=[CH:2][CH:3]=2)(=[O:9])=[O:8])[CH2:14][CH2:13]1. The yield is 0.890. (4) The reactants are [Cl:1][C:2]1[S:3][C:4]2[CH:10]=[C:9]([O:11][CH3:12])[CH:8]=[CH:7][C:5]=2[N:6]=1.[CH2:13]1[NH:18][CH2:17][CH2:16][N:15]2[CH2:19][CH2:20][CH2:21][CH2:22][CH:14]12.CCN(C(C)C)C(C)C.C([O-])(O)=O.[Na+]. The catalyst is C(OCC)(=O)C.CS(C)=O. The product is [ClH:1].[CH3:12][O:11][C:9]1[CH:8]=[CH:7][C:5]2[N:6]=[C:2]([N:18]3[CH2:17][CH2:16][N:15]4[CH2:19][CH2:20][CH2:21][CH2:22][CH:14]4[CH2:13]3)[S:3][C:4]=2[CH:10]=1. The yield is 0.570. (5) The reactants are [CH3:1][C:2]1[CH:11]=[CH:10][C:9]2[C:4](=[CH:5][CH:6]=[CH:7][C:8]=2[N:12]2[CH2:17][CH2:16][N:15]([C:18](=O)[CH2:19][C:20]3[CH:25]=[CH:24][CH:23]=[C:22]([N:26]4[CH:30]=[CH:29][CH:28]=[N:27]4)[CH:21]=3)[CH2:14][CH2:13]2)[N:3]=1.Cl. The catalyst is O1CCCC1. The product is [CH3:1][C:2]1[CH:11]=[CH:10][C:9]2[C:4](=[CH:5][CH:6]=[CH:7][C:8]=2[N:12]2[CH2:17][CH2:16][N:15]([CH2:18][CH2:19][C:20]3[CH:25]=[CH:24][CH:23]=[C:22]([N:26]4[CH:30]=[CH:29][CH:28]=[N:27]4)[CH:21]=3)[CH2:14][CH2:13]2)[N:3]=1. The yield is 0.520. (6) The reactants are [CH3:1][C:2]1[CH:7]=[CH:6][N:5]=[C:4]([N:8]2[CH2:13][CH2:12][N:11]([S:14]([CH3:17])(=[O:16])=[O:15])[CH2:10][CH2:9]2)[CH:3]=1.C[Si]([N-][Si](C)(C)C)(C)C.[Li+].[P:28](Cl)([O:33][CH2:34][CH3:35])([O:30][CH2:31][CH3:32])=[O:29].[Cl-].[NH4+]. The catalyst is C1COCC1. The product is [CH2:31]([O:30][P:28]([CH2:17][S:14]([N:11]1[CH2:12][CH2:13][N:8]([C:4]2[CH:3]=[C:2]([CH3:1])[CH:7]=[CH:6][N:5]=2)[CH2:9][CH2:10]1)(=[O:16])=[O:15])([O:33][CH2:34][CH3:35])=[O:29])[CH3:32]. The yield is 0.810. (7) The reactants are [CH3:1][O:2][CH2:3][CH2:4][O:5][CH2:6][C:7]1[S:8][CH:9]=[C:10]([CH2:12]O)[N:11]=1.P(Br)(Br)[Br:15]. The product is [Br:15][CH2:12][C:10]1[N:11]=[C:7]([CH2:6][O:5][CH2:4][CH2:3][O:2][CH3:1])[S:8][CH:9]=1. The yield is 0.510. The catalyst is CCOCC.C(OCC)(=O)C.